The task is: Predict which catalyst facilitates the given reaction.. This data is from Catalyst prediction with 721,799 reactions and 888 catalyst types from USPTO. (1) Reactant: [I:1][C:2]1[CH:7]=[CH:6][C:5]([NH:8][NH2:9])=[CH:4][CH:3]=1.[C:10]1(=O)[O:15][C:13](=[O:14])[C:12]2=[CH:16][CH:17]=[CH:18][CH:19]=[C:11]12.O. Product: [OH:15][C:10]1[C:11]2[C:12](=[CH:16][CH:17]=[CH:18][CH:19]=2)[C:13](=[O:14])[N:8]([C:5]2[CH:6]=[CH:7][C:2]([I:1])=[CH:3][CH:4]=2)[N:9]=1. The catalyst class is: 15. (2) Reactant: [CH2:1]([O:3][C:4]([C:6]1([CH2:20][CH2:21][O:22][CH3:23])[CH2:11][CH2:10][N:9](C(OC(C)(C)C)=O)[C:8](=[O:19])[CH2:7]1)=[O:5])[CH3:2].FC(F)(F)C(O)=O. Product: [CH2:1]([O:3][C:4]([C:6]1([CH2:20][CH2:21][O:22][CH3:23])[CH2:11][CH2:10][NH:9][C:8](=[O:19])[CH2:7]1)=[O:5])[CH3:2]. The catalyst class is: 4. (3) Reactant: [F:1][C:2]([F:35])([F:34])[C:3]1[CH:4]=[C:5]([CH:27]=[C:28]([C:30]([F:33])([F:32])[F:31])[CH:29]=1)[CH2:6][N:7]([CH:11]1[CH2:17][CH2:16][CH2:15][N:14]([C:18]([NH:20][NH2:21])=[O:19])[C:13]2[CH:22]=[C:23]([Cl:26])[CH:24]=[CH:25][C:12]1=2)[C:8](=[O:10])[CH3:9].Cl[C:37]([O:39][CH2:40][CH3:41])=O. Product: [F:33][C:30]([F:31])([F:32])[C:28]1[CH:27]=[C:5]([CH:4]=[C:3]([C:2]([F:1])([F:34])[F:35])[CH:29]=1)[CH2:6][N:7]([CH:11]1[CH2:17][CH2:16][CH2:15][N:14]([C:18]2[O:19][C:37]([O:39][CH2:40][CH3:41])=[N:21][N:20]=2)[C:13]2[CH:22]=[C:23]([Cl:26])[CH:24]=[CH:25][C:12]1=2)[C:8](=[O:10])[CH3:9]. The catalyst class is: 191. (4) Reactant: CO.Cl.[CH3:4][O:5][C:6]1[CH:11]=[CH:10][C:9]([NH:12][NH2:13])=[CH:8][CH:7]=1.[F:14][C:15]([F:27])([F:26])[C:16](=O)[CH2:17][C:18]([C:20]1[O:21][CH:22]=[CH:23][CH:24]=1)=O.FC(F)(F)C(O)=O. Product: [O:21]1[CH:22]=[CH:23][CH:24]=[C:20]1[C:18]1[N:12]([C:9]2[CH:10]=[CH:11][C:6]([O:5][CH3:4])=[CH:7][CH:8]=2)[N:13]=[C:16]([C:15]([F:14])([F:26])[F:27])[CH:17]=1. The catalyst class is: 252.